Dataset: Reaction yield outcomes from USPTO patents with 853,638 reactions. Task: Predict the reaction yield, written as a fraction of the theoretical maximum amount of product (1.0 means a 100% yield; for example, 0.34 means a 34% yield). The reactants are [Br:1][CH:2]1[CH:15]=[CH:14][C:13]2[C:4](=[C:5]3[C:10](=[CH:11][N:12]=2)[CH:9]=[CH:8][CH:7]=[CH:6]3)[C:3]1=O.P(Cl)(Cl)(Cl)(Cl)[Cl:18]. The catalyst is O=P(Cl)(Cl)Cl. The product is [Br:1][C:2]1[CH:15]=[CH:14][C:13]2[C:4](=[C:5]3[C:10](=[C:11]([Cl:18])[N:12]=2)[CH:9]=[CH:8][CH:7]=[CH:6]3)[CH:3]=1. The yield is 0.786.